From a dataset of Full USPTO retrosynthesis dataset with 1.9M reactions from patents (1976-2016). Predict the reactants needed to synthesize the given product. Given the product [CH3:7][C:6]1[CH:5]=[C:4]([CH2:8][CH2:9][NH2:10])[S:3][C:2]=1[CH3:1], predict the reactants needed to synthesize it. The reactants are: [CH3:1][C:2]1[S:3][C:4]([CH:8]=[CH:9][N+:10]([O-])=O)=[CH:5][C:6]=1[CH3:7].[H-].[Al+3].[Li+].[H-].[H-].[H-].